This data is from Forward reaction prediction with 1.9M reactions from USPTO patents (1976-2016). The task is: Predict the product of the given reaction. (1) The product is: [C:27]([CH2:26][CH2:25][O:24][C:7]1[C:6]([C:4]([OH:5])=[O:3])=[CH:14][CH:13]=[C:12]2[C:8]=1[C:9](/[CH:15]=[CH:16]/[C:17]1[CH:22]=[CH:21][C:20]([F:23])=[CH:19][CH:18]=1)=[N:10][NH:11]2)(=[O:29])[NH2:28]. Given the reactants C([O:3][C:4]([C:6]1[C:7]([O:24][CH2:25][CH2:26][C:27](=[O:29])[NH2:28])=[C:8]2[C:12](=[CH:13][CH:14]=1)[NH:11][N:10]=[C:9]2/[CH:15]=[CH:16]/[C:17]1[CH:22]=[CH:21][C:20]([F:23])=[CH:19][CH:18]=1)=[O:5])C, predict the reaction product. (2) Given the reactants [F:1][C:2]([F:32])([F:31])[C:3]1[N:8]=[CH:7][C:6]2[CH2:9][N:10](C(C3C=CC=CC=3)(C3C=CC=CC=3)C3C=CC=CC=3)[CH2:11][C:5]=2[CH:4]=1.FC(F)(F)C(O)=O, predict the reaction product. The product is: [F:32][C:2]([F:1])([F:31])[C:3]1[N:8]=[CH:7][C:6]2[CH2:9][NH:10][CH2:11][C:5]=2[CH:4]=1.